Dataset: Forward reaction prediction with 1.9M reactions from USPTO patents (1976-2016). Task: Predict the product of the given reaction. Given the reactants [Li+].[BH4-].[F:3][C:4]1([F:26])[CH2:8][N:7]([C:9]2[CH:14]=[CH:13][C:12]([N+:15]([O-:17])=[O:16])=[C:11]([C:18]([F:21])([F:20])[F:19])[CH:10]=2)[C@H:6]([C:22](OC)=[O:23])[CH2:5]1, predict the reaction product. The product is: [F:26][C:4]1([F:3])[CH2:8][N:7]([C:9]2[CH:14]=[CH:13][C:12]([N+:15]([O-:17])=[O:16])=[C:11]([C:18]([F:20])([F:21])[F:19])[CH:10]=2)[C@H:6]([CH2:22][OH:23])[CH2:5]1.